From a dataset of Full USPTO retrosynthesis dataset with 1.9M reactions from patents (1976-2016). Predict the reactants needed to synthesize the given product. (1) Given the product [CH:10]1[C:9]2[C:4](=[CH:5][CH:6]=[CH:7][CH:8]=2)[CH:3]=[CH:2][C:1]=1[N:11]1[C:23](=[O:26])[C:15]2[NH:16][C:17]3[CH:18]=[CH:19][CH:20]=[CH:21][C:22]=3[C:14]=2[N:13]=[C:12]1[S:25][CH2:29][C:30]([OH:32])=[O:31], predict the reactants needed to synthesize it. The reactants are: [C:1]1([N:11]2[C:23](=O)[C:15]3[NH:16][C:17]4[CH:18]=[CH:19][CH:20]=[CH:21][C:22]=4[C:14]=3[NH:13][C:12]2=[S:25])[C:10]2[C:5](=[CH:6][CH:7]=[CH:8][CH:9]=2)[CH:4]=[CH:3][CH:2]=1.[OH-:26].[K+].Cl[CH2:29][C:30]([OH:32])=[O:31]. (2) Given the product [CH3:39][O:38][CH2:37][CH2:36][CH2:35][N:31]1[C:30]2[CH:40]=[C:26]([CH2:25][O:24][CH:9]3[CH:8]([C:5]4[CH:6]=[CH:7][C:2]([O:1][CH:51]5[CH2:55][CH2:54][O:53][CH2:52]5)=[CH:3][CH:4]=4)[CH2:13][CH2:12][N:11]([C:14]([O:16][CH2:17][C:18]4[CH:19]=[CH:20][CH:21]=[CH:22][CH:23]=4)=[O:15])[CH2:10]3)[CH:27]=[CH:28][C:29]=2[O:34][CH2:33][CH2:32]1, predict the reactants needed to synthesize it. The reactants are: [OH:1][C:2]1[CH:7]=[CH:6][C:5]([CH:8]2[CH2:13][CH2:12][N:11]([C:14]([O:16][CH2:17][C:18]3[CH:23]=[CH:22][CH:21]=[CH:20][CH:19]=3)=[O:15])[CH2:10][CH:9]2[O:24][CH2:25][C:26]2[CH:27]=[CH:28][C:29]3[O:34][CH2:33][CH2:32][N:31]([CH2:35][CH2:36][CH2:37][O:38][CH3:39])[C:30]=3[CH:40]=2)=[CH:4][CH:3]=1.C1(C)C=CC(S(O[CH:51]2[CH2:55][CH2:54][O:53][CH2:52]2)(=O)=O)=CC=1. (3) Given the product [NH2:1][C:2]1[C:3]([C:35]2[CH:36]=[C:37]([NH:38][S:39]([C:42]3[CH:47]=[CH:46][C:45]([OH:48])=[C:44]([CH3:49])[CH:43]=3)(=[O:41])=[O:40])[C:32]([O:31][CH2:29][CH3:30])=[N:33][CH:34]=2)=[C:4]([NH:8][C@H:9]([C:11]2[N:16]([C:17]3[CH:22]=[CH:21][CH:20]=[CH:19][CH:18]=3)[C:15](=[O:23])[C:14]3=[C:24]([CH3:27])[CH:25]=[CH:26][N:13]3[N:12]=2)[CH3:10])[N:5]=[CH:6][N:7]=1, predict the reactants needed to synthesize it. The reactants are: [NH2:1][C:2]1[N:7]=[CH:6][N:5]=[C:4]([NH:8][C@H:9]([C:11]2[N:16]([C:17]3[CH:22]=[CH:21][CH:20]=[CH:19][CH:18]=3)[C:15](=[O:23])[C:14]3=[C:24]([CH3:27])[CH:25]=[CH:26][N:13]3[N:12]=2)[CH3:10])[C:3]=1Br.[CH2:29]([O:31][C:32]1[C:37]([NH:38][S:39]([C:42]2[CH:47]=[CH:46][C:45]([OH:48])=[C:44]([CH3:49])[CH:43]=2)(=[O:41])=[O:40])=[CH:36][C:35](B2OC(C)(C)C(C)(C)O2)=[CH:34][N:33]=1)[CH3:30].C(=O)([O-])[O-].[Cs+].[Cs+]. (4) The reactants are: [NH2:1][C:2]1[CH:7]=[C:6]([CH3:8])[CH:5]=[CH:4][C:3]=1[OH:9].[CH3:10][O:11][C:12]1[S:16][C:15]2=[N:17][C:18]([C:20](Cl)=[O:21])=[CH:19][N:14]2[N:13]=1.CCN(C(C)C)C(C)C. Given the product [OH:9][C:3]1[CH:4]=[CH:5][C:6]([CH3:8])=[CH:7][C:2]=1[NH:1][C:20]([C:18]1[N:17]=[C:15]2[N:14]([CH:19]=1)[N:13]=[C:12]([O:11][CH3:10])[S:16]2)=[O:21], predict the reactants needed to synthesize it. (5) Given the product [Br:10][C:5]1[C:6]([F:8])=[CH:7][C:2]([Cl:1])=[C:3]([CH3:9])[CH:4]=1, predict the reactants needed to synthesize it. The reactants are: [Cl:1][C:2]1[CH:7]=[C:6]([F:8])[CH:5]=[CH:4][C:3]=1[CH3:9].[Br:10]Br. (6) Given the product [CH3:1][C:2]1[CH:3]=[CH:4][C:5]([C:9]([C:11]2[C:20](=[O:21])[C:19]3[C:14](=[CH:15][CH:16]=[CH:17][CH:18]=3)[N:13]([CH2:25][C:26]3[CH:31]=[CH:30][CH:29]=[C:28]([C:32]([F:34])([F:33])[F:35])[N:27]=3)[CH:12]=2)=[O:10])=[N:6][C:7]=1[CH3:8], predict the reactants needed to synthesize it. The reactants are: [CH3:1][C:2]1[CH:3]=[CH:4][C:5]([C:9]([C:11]2[C:20](=[O:21])[C:19]3[C:14](=[CH:15][CH:16]=[CH:17][CH:18]=3)[NH:13][CH:12]=2)=[O:10])=[N:6][C:7]=1[CH3:8].[H-].[Na+].Br[CH2:25][C:26]1[CH:31]=[CH:30][CH:29]=[C:28]([C:32]([F:35])([F:34])[F:33])[N:27]=1. (7) Given the product [F:1][C:2]1[CH:7]=[CH:6][C:5]([C:8]2[C:12]([CH2:13][O:14][C:15]3[CH:22]=[CH:21][C:18]([C:19]([OH:29])=[O:27])=[CH:17][N:16]=3)=[C:11]([CH3:23])[O:10][N:9]=2)=[CH:4][CH:3]=1, predict the reactants needed to synthesize it. The reactants are: [F:1][C:2]1[CH:7]=[CH:6][C:5]([C:8]2[C:12]([CH2:13][O:14][C:15]3[CH:22]=[CH:21][C:18]([C:19]#N)=[CH:17][N:16]=3)=[C:11]([CH3:23])[O:10][N:9]=2)=[CH:4][CH:3]=1.C(O)C.[OH-:27].[Na+].[OH2:29]. (8) The reactants are: [CH3:1][O:2][C:3]([C:5]1[O:6][C:7](Br)=[CH:8][CH:9]=1)=[O:4].[C:11]([O:15][C:16](=[O:21])[NH:17][CH2:18][C:19]#[CH:20])([CH3:14])([CH3:13])[CH3:12]. Given the product [CH3:1][O:2][C:3]([C:5]1[O:6][C:7]([C:20]#[C:19][CH2:18][NH:17][C:16]([O:15][C:11]([CH3:14])([CH3:13])[CH3:12])=[O:21])=[CH:8][CH:9]=1)=[O:4], predict the reactants needed to synthesize it. (9) Given the product [Cl:1][C:2]1[CH:7]=[CH:6][CH:5]=[CH:4][C:3]=1[C:8]1[C:12]([C:13]([OH:15])=[O:14])=[CH:11][N:10]([C:17]2[CH:22]=[CH:21][N:20]=[C:19]([NH:23][CH2:24][CH2:25][C:26]3[CH:27]=[CH:28][C:29]([OH:32])=[CH:30][CH:31]=3)[N:18]=2)[N:9]=1, predict the reactants needed to synthesize it. The reactants are: [Cl:1][C:2]1[CH:7]=[CH:6][CH:5]=[CH:4][C:3]=1[C:8]1[C:12]([C:13]([O:15]C)=[O:14])=[CH:11][N:10]([C:17]2[CH:22]=[CH:21][N:20]=[C:19]([NH:23][CH2:24][CH2:25][C:26]3[CH:31]=[CH:30][C:29]([OH:32])=[CH:28][CH:27]=3)[N:18]=2)[N:9]=1.[OH-].[Na+].O. (10) Given the product [F:1][C:2]1[CH:7]=[CH:6][CH:5]=[CH:4][C:3]=1[CH:8]1[CH2:16][C:15](=[O:14])[CH2:11][C:10](=[O:12])[CH2:9]1, predict the reactants needed to synthesize it. The reactants are: [F:1][C:2]1[CH:7]=[CH:6][CH:5]=[CH:4][C:3]=1[CH:8]=[CH:9][C:10](=[O:12])[CH3:11].C[O:14][C:15]1C=CC=C[C:16]=1C1CC(=O)CC(=O)C1.